Dataset: Full USPTO retrosynthesis dataset with 1.9M reactions from patents (1976-2016). Task: Predict the reactants needed to synthesize the given product. (1) Given the product [CH3:1][C:2]1([CH3:14])[C:6]([CH3:7])([CH3:8])[O:5][B:4]([C:9]2[CH:13]=[N:12][N:11]([CH:16]([C:18]3[CH:27]=[CH:26][C:21]([C:22]([O:24][CH3:25])=[O:23])=[CH:20][CH:19]=3)[CH3:17])[CH:10]=2)[O:3]1, predict the reactants needed to synthesize it. The reactants are: [CH3:1][C:2]1([CH3:14])[C:6]([CH3:8])([CH3:7])[O:5][B:4]([C:9]2[CH:10]=[N:11][NH:12][CH:13]=2)[O:3]1.Cl[CH:16]([C:18]1[CH:27]=[CH:26][C:21]([C:22]([O:24][CH3:25])=[O:23])=[CH:20][CH:19]=1)[CH3:17].C(=O)([O-])[O-].[K+].[K+].C1OCCOCCOCCOCCOCCOC1. (2) Given the product [C:23]1([C:28]2[CH:29]=[CH:30][CH:31]=[CH:32][CH:33]=2)[CH:24]=[CH:25][CH:26]=[CH:27][C:22]=1[NH:21][C:20]([O:19][CH:16]1[CH2:15][CH2:14][N:13]([CH2:12][CH2:11][C:10]([CH2:14][NH:13][CH2:12][CH2:11][CH2:10][CH2:43][C:40]([OH:44])=[O:38])=[O:35])[CH2:18][CH2:17]1)=[O:34], predict the reactants needed to synthesize it. The reactants are: COC(=O)CCCCN([C:10](=[O:35])[CH2:11][CH2:12][N:13]1[CH2:18][CH2:17][CH:16]([O:19][C:20](=[O:34])[NH:21][C:22]2[CH:27]=[CH:26][CH:25]=[CH:24][C:23]=2[C:28]2[CH:33]=[CH:32][CH:31]=[CH:30][CH:29]=2)[CH2:15][CH2:14]1)C.[Li+].[OH-:38].Cl.[C:40]([OH:44])([CH3:43])(C)C. (3) Given the product [NH2:1][C:2]1[N:7]=[C:6]([NH2:8])[C:5]([C:11]#[C:10][C:12]2[CH:13]=[C:14]([O:22][CH3:23])[C:15]([O:20][CH3:21])=[C:16]([O:18][CH3:19])[CH:17]=2)=[CH:4][N:3]=1, predict the reactants needed to synthesize it. The reactants are: [NH2:1][C:2]1[N:7]=[C:6]([NH2:8])[C:5](I)=[CH:4][N:3]=1.[C:10]([C:12]1[CH:13]=[C:14]([O:22][CH3:23])[C:15]([O:20][CH3:21])=[C:16]([O:18][CH3:19])[CH:17]=1)#[CH:11]. (4) Given the product [I:1][C:2]1[N:6]([CH:18]2[CH2:17][CH2:16][CH2:15][CH2:20][O:19]2)[N:5]=[CH:4][C:3]=1[C:7]1[CH:12]=[CH:11][N:10]=[C:9]([S:13][CH3:14])[N:8]=1, predict the reactants needed to synthesize it. The reactants are: [I:1][C:2]1[NH:6][N:5]=[CH:4][C:3]=1[C:7]1[CH:12]=[CH:11][N:10]=[C:9]([S:13][CH3:14])[N:8]=1.[CH2:15]1[CH2:20][O:19][CH:18]=[CH:17][CH2:16]1.CC1C=CC(S(O)(=O)=O)=CC=1.O. (5) Given the product [N:41]1[S:40][N:39]=[C:38]2[C:33]([S:30]([NH:29][C:23]3[CH:24]=[C:25]([Cl:28])[CH:26]=[CH:27][C:22]=3[C:21]([NH:20][C@@H:4]([CH:5]([C:6]3[CH:11]=[CH:10][C:9]([Cl:12])=[CH:8][CH:7]=3)[C:13]3[CH:14]=[CH:15][C:16]([Cl:19])=[CH:17][CH:18]=3)[C:3]([OH:43])=[O:2])=[O:42])(=[O:31])=[O:32])=[CH:34][CH:35]=[CH:36][C:37]=12, predict the reactants needed to synthesize it. The reactants are: C[O:2][C:3](=[O:43])[C@@H:4]([NH:20][C:21](=[O:42])[C:22]1[CH:27]=[CH:26][C:25]([Cl:28])=[CH:24][C:23]=1[NH:29][S:30]([C:33]1[C:38]2=[N:39][S:40][N:41]=[C:37]2[CH:36]=[CH:35][CH:34]=1)(=[O:32])=[O:31])[CH:5]([C:13]1[CH:18]=[CH:17][C:16]([Cl:19])=[CH:15][CH:14]=1)[C:6]1[CH:11]=[CH:10][C:9]([Cl:12])=[CH:8][CH:7]=1.N1SN=C2C(S(NC3C=C(Cl)C=CC=3C(O)=O)(=O)=O)=CC=CC=12.COC(=O)[C@@H](N)C(C1C=CC(Cl)=CC=1)C1C=CC(Cl)=CC=1. (6) Given the product [CH2:1]([O:8][NH:9][C:10](=[O:18])[CH2:11][CH2:12][CH2:13][CH2:14][CH2:15][CH2:16][N:19]1[C:27]2[C:22]3[C:23](=[CH:28][CH:29]=[CH:30][C:21]=3[C:20]1=[O:31])[CH:24]=[CH:25][CH:26]=2)[C:2]1[CH:7]=[CH:6][CH:5]=[CH:4][CH:3]=1, predict the reactants needed to synthesize it. The reactants are: [CH2:1]([O:8][NH:9][C:10](=[O:18])[CH2:11][CH2:12][CH2:13][CH2:14][CH2:15][CH2:16]Br)[C:2]1[CH:7]=[CH:6][CH:5]=[CH:4][CH:3]=1.[NH:19]1[C:27]2[C:22]3[C:23](=[CH:28][CH:29]=[CH:30][C:21]=3[C:20]1=[O:31])[CH:24]=[CH:25][CH:26]=2.C(=O)([O-])[O-].[K+].[K+]. (7) Given the product [NH2:19][C:15]1[CH:16]=[CH:17][CH:18]=[C:10]([CH2:9][NH:8][C:6]([O:5][C:1]([CH3:4])([CH3:3])[CH3:2])=[O:7])[C:11]=1[C:12]([OH:14])=[O:13], predict the reactants needed to synthesize it. The reactants are: [C:1]([O:5][C:6]([NH:8][CH2:9][C:10]1[CH:18]=[CH:17][CH:16]=[C:15]([N+:19]([O-])=O)[C:11]=1[C:12]([OH:14])=[O:13])=[O:7])([CH3:4])([CH3:3])[CH3:2].